From a dataset of Reaction yield outcomes from USPTO patents with 853,638 reactions. Predict the reaction yield, written as a fraction of the theoretical maximum amount of product (1.0 means a 100% yield; for example, 0.34 means a 34% yield). (1) The reactants are [Cl:1][C:2]1[CH:7]=[CH:6][C:5]([C:8]2[S:12][C:11]([C:13]([O:15]C)=O)=[C:10](/[N:17]=[CH:18]/[N:19]([CH3:21])C)[CH:9]=2)=[CH:4][CH:3]=1.NC[C:24]1[CH:25]=[C:26]([N:30]2[CH2:34][CH2:33][C@@H:32]([OH:35])[CH2:31]2)[CH:27]=[CH:28][CH:29]=1. The catalyst is C1(O)C=CC=CC=1. The product is [Cl:1][C:2]1[CH:3]=[CH:4][C:5]([C:8]2[S:12][C:11]3[C:13](=[O:15])[N:19]([CH2:21][C:28]4[CH:29]=[CH:24][CH:25]=[C:26]([N:30]5[CH2:34][CH2:33][C@@H:32]([OH:35])[CH2:31]5)[CH:27]=4)[CH:18]=[N:17][C:10]=3[CH:9]=2)=[CH:6][CH:7]=1. The yield is 0.570. (2) The reactants are I[C:2]1[C:10]2[C:5](=[CH:6][C:7]([C@H:11]3[C@@:13]4([C:21]5[C:16](=[CH:17][CH:18]=[CH:19][CH:20]=5)[NH:15][C:14]4=[O:22])[CH2:12]3)=[CH:8][CH:9]=2)[NH:4][N:3]=1.CC1(C)C(C)(C)OB(/[CH:31]=[CH:32]/[C:33]2[CH:34]=[CH:35][C:36]3[O:42][CH2:41][CH2:40][N:39](C(OC(C)(C)C)=O)[CH2:38][C:37]=3[CH:50]=2)O1.[C:52]([OH:58])([C:54]([F:57])([F:56])[F:55])=[O:53]. The catalyst is C(Cl)Cl. The product is [F:55][C:54]([F:57])([F:56])[C:52]([OH:58])=[O:53].[O:42]1[C:36]2[CH:35]=[CH:34][C:33](/[CH:32]=[CH:31]/[C:2]3[C:10]4[C:5](=[CH:6][C:7]([C@H:11]5[C@@:13]6([C:21]7[C:16](=[CH:17][CH:18]=[CH:19][CH:20]=7)[NH:15][C:14]6=[O:22])[CH2:12]5)=[CH:8][CH:9]=4)[NH:4][N:3]=3)=[CH:50][C:37]=2[CH2:38][NH:39][CH2:40][CH2:41]1. The yield is 0.300.